Dataset: Reaction yield outcomes from USPTO patents with 853,638 reactions. Task: Predict the reaction yield, written as a fraction of the theoretical maximum amount of product (1.0 means a 100% yield; for example, 0.34 means a 34% yield). (1) The reactants are [CH2:1]([O:3][C:4]([C:6]1[CH:7]=[CH:8][C:9]([C:25]2[CH:30]=[CH:29][N:28]=[C:27](F)[CH:26]=2)=[N:10][C:11]=1[N:12]1[CH2:17][CH2:16][N:15]([C:18]([O:20][C:21]([CH3:24])([CH3:23])[CH3:22])=[O:19])[CH2:14][CH2:13]1)=[O:5])[CH3:2].[CH:32]1([NH2:38])[CH2:37][CH2:36][CH2:35][CH2:34][CH2:33]1. The catalyst is CS(C)=O. The product is [CH2:1]([O:3][C:4]([C:6]1[CH:7]=[CH:8][C:9]([C:25]2[CH:30]=[CH:29][N:28]=[C:27]([NH:38][CH:32]3[CH2:37][CH2:36][CH2:35][CH2:34][CH2:33]3)[CH:26]=2)=[N:10][C:11]=1[N:12]1[CH2:17][CH2:16][N:15]([C:18]([O:20][C:21]([CH3:24])([CH3:23])[CH3:22])=[O:19])[CH2:14][CH2:13]1)=[O:5])[CH3:2]. The yield is 0.730. (2) The reactants are [CH3:1][N:2]1[C:6]([C:7]2[CH:8]=[C:9]([C:12]([OH:14])=O)[S:10][CH:11]=2)=[CH:5][CH:4]=[N:3]1.[NH2:15][C@@H:16]([CH2:29][C:30]1[C:35]([F:36])=[CH:34][CH:33]=[CH:32][C:31]=1[F:37])[CH2:17][N:18]1[C:26](=[O:27])[C:25]2[C:20](=[CH:21][CH:22]=[CH:23][CH:24]=2)[C:19]1=[O:28].C1CN([P+](Br)(N2CCCC2)N2CCCC2)CC1.F[P-](F)(F)(F)(F)F.CCN(C(C)C)C(C)C. The catalyst is C(Cl)(Cl)Cl. The product is [F:37][C:31]1[CH:32]=[CH:33][CH:34]=[C:35]([F:36])[C:30]=1[CH2:29][C@H:16]([NH:15][C:12]([C:9]1[S:10][CH:11]=[C:7]([C:6]2[N:2]([CH3:1])[N:3]=[CH:4][CH:5]=2)[CH:8]=1)=[O:14])[CH2:17][N:18]1[C:26](=[O:27])[C:25]2[C:20](=[CH:21][CH:22]=[CH:23][CH:24]=2)[C:19]1=[O:28]. The yield is 0.300. (3) The reactants are [N:1]([CH2:4][C:5]([C:8]1[CH:13]=[CH:12][CH:11]=[CH:10][N+:9]=1[O-])([F:7])[F:6])=[N+]=[N-].C1(P(C2C=CC=CC=2)C2C=CC=CC=2)C=CC=CC=1.[OH2:34]. The catalyst is C1COCC1. The product is [F:6][C:5]([F:7])([C:8]1[CH:13]=[CH:12][CH:11]=[CH:10][N:9]=1)[CH2:4][NH2:1]=[O:34]. The yield is 0.960. (4) The reactants are CS(O[CH:6]([C:22]1[CH:27]=[CH:26][C:25]([Br:28])=[CH:24][CH:23]=1)[CH2:7][CH2:8][CH:9](OS(C)(=O)=O)[C:10]1[CH:15]=[CH:14][C:13]([Br:16])=[CH:12][CH:11]=1)(=O)=O.[CH:29]1([C:32]2[CH:38]=[CH:37][C:35]([NH2:36])=[CH:34][CH:33]=2)[CH2:31][CH2:30]1. The catalyst is CN(C=O)C. The product is [Br:16][C:13]1[CH:14]=[CH:15][C:10]([CH:9]2[CH2:8][CH2:7][CH:6]([C:22]3[CH:27]=[CH:26][C:25]([Br:28])=[CH:24][CH:23]=3)[N:36]2[C:35]2[CH:37]=[CH:38][C:32]([CH:29]3[CH2:31][CH2:30]3)=[CH:33][CH:34]=2)=[CH:11][CH:12]=1. The yield is 0.760.